This data is from CYP2C19 inhibition data for predicting drug metabolism from PubChem BioAssay. The task is: Regression/Classification. Given a drug SMILES string, predict its absorption, distribution, metabolism, or excretion properties. Task type varies by dataset: regression for continuous measurements (e.g., permeability, clearance, half-life) or binary classification for categorical outcomes (e.g., BBB penetration, CYP inhibition). Dataset: cyp2c19_veith. (1) The molecule is O=C(O)CCC(=O)c1ccc(-c2ccccc2)cc1. The result is 0 (non-inhibitor). (2) The compound is CC(C)NP(=O)(NC(C)C)OP(=O)(NC(C)C)NC(C)C. The result is 0 (non-inhibitor). (3) The result is 0 (non-inhibitor). The drug is Cc1noc(C)c1-c1nc(Nc2ccccc2)c2ccccc2n1.